Predict which catalyst facilitates the given reaction. From a dataset of Catalyst prediction with 721,799 reactions and 888 catalyst types from USPTO. (1) The catalyst class is: 134. Reactant: [N+:1]([O-:4])([OH:3])=[O:2].C(OC(=O)C)(=O)C.[C:12]1([CH2:20]O)[CH:17]=[CH:16][CH:15]=[C:14]([CH2:18][OH:19])[CH:13]=1.CCOC(C)=O. Product: [N+:1]([O:4][CH2:20][C:12]1[CH:13]=[C:14]([CH2:18][OH:19])[CH:15]=[CH:16][CH:17]=1)([O-:3])=[O:2]. (2) Reactant: [Br:1][C:2]1[CH:11]=[C:10]2[C:5]([NH:6][C@@H:7]([CH3:21])[CH2:8][N:9]2[C:12]([C:14]2[CH:19]=[CH:18][CH:17]=[CH:16][C:15]=2F)=S)=[CH:4][CH:3]=1.[NH2:22][OH:23].C(=O)([O-])[O-].[K+].[K+]. Product: [Br:1][C:2]1[CH:11]=[C:10]2[C:5]([NH:6][C@@H:7]([CH3:21])[CH2:8][N:9]2[C:12]2[C:14]3[CH:19]=[CH:18][CH:17]=[CH:16][C:15]=3[O:23][N:22]=2)=[CH:4][CH:3]=1. The catalyst class is: 58. (3) Reactant: [Br:1][C:2]1[C:3]2[N:4]([C:9]([NH:14][C:15](=[O:21])[O:16][C:17]([CH3:20])([CH3:19])[CH3:18])=[C:10]([S:12][CH3:13])[N:11]=2)[CH:5]=[C:6]([CH3:8])[CH:7]=1.[H-].[Na+].I[CH2:25][CH2:26][CH3:27].O. Product: [Br:1][C:2]1[C:3]2[N:4]([C:9]([N:14]([CH2:25][CH2:26][CH3:27])[C:15](=[O:21])[O:16][C:17]([CH3:18])([CH3:20])[CH3:19])=[C:10]([S:12][CH3:13])[N:11]=2)[CH:5]=[C:6]([CH3:8])[CH:7]=1. The catalyst class is: 9.